This data is from Full USPTO retrosynthesis dataset with 1.9M reactions from patents (1976-2016). The task is: Predict the reactants needed to synthesize the given product. (1) Given the product [Br:1][C:2]1[CH:7]=[CH:6][C:5]([O:8][CH2:11][CH2:12][O:13][CH3:14])=[CH:4][C:3]=1[CH3:9], predict the reactants needed to synthesize it. The reactants are: [Br:1][C:2]1[CH:7]=[CH:6][C:5]([OH:8])=[CH:4][C:3]=1[CH3:9].Cl[CH2:11][CH2:12][O:13][CH3:14].C(=O)([O-])[O-].[K+].[K+]. (2) Given the product [CH3:21][O:20][N:19]([CH3:18])[C:14]([CH:11]1[CH2:10][CH2:9][N:8]([C:6]([O:5][C:1]([CH3:2])([CH3:3])[CH3:4])=[O:7])[CH2:13][CH2:12]1)=[O:16], predict the reactants needed to synthesize it. The reactants are: [C:1]([O:5][C:6]([N:8]1[CH2:13][CH2:12][CH:11]([C:14]([OH:16])=O)[CH2:10][CH2:9]1)=[O:7])([CH3:4])([CH3:3])[CH3:2].Cl.[CH3:18][NH:19][O:20][CH3:21].C(N(CC)CC)C. (3) Given the product [Br:1][C:2]1[C:6]([C:30]2[CH:39]=[CH:38][C:37]3[O:36][CH2:35][CH2:34][CH2:33][C:32]=3[CH:31]=2)=[C:5]([C:8](=[O:14])[C:9]([O:11][CH3:12])=[O:10])[N:4]([CH3:15])[N:3]=1, predict the reactants needed to synthesize it. The reactants are: [Br:1][C:2]1[C:6](I)=[C:5]([C:8](=[O:14])[C:9]([O:11][CH2:12]C)=[O:10])[N:4]([CH3:15])[N:3]=1.C(=O)([O-])[O-].[K+].[K+].CC1(C)C(C)(C)OB([C:30]2[CH:31]=[C:32]3[C:37](=[CH:38][CH:39]=2)[O:36][CH2:35][CH2:34][CH2:33]3)O1.C(N(CC)CC)C.ClC(OC)=O. (4) The reactants are: [C:1]([O:5][C:6]([NH:8][C@@H:9]1[CH2:13][CH2:12][C@H:11](C(O)=O)[CH2:10]1)=[O:7])([CH3:4])([CH3:3])[CH3:2].C1(P(N=[N+]=[N-])(C2C=CC=CC=2)=[O:24])C=CC=CC=1.C([N:36]([CH2:39]C)CC)C.[CH2:41]([OH:48])[C:42]1[CH:47]=[CH:46][CH:45]=[CH:44][CH:43]=1. Given the product [CH2:41]([O:48][C:39](=[O:24])[NH:36][C@H:11]1[CH2:12][CH2:13][C@@H:9]([NH:8][C:6]([O:5][C:1]([CH3:2])([CH3:3])[CH3:4])=[O:7])[CH2:10]1)[C:42]1[CH:47]=[CH:46][CH:45]=[CH:44][CH:43]=1, predict the reactants needed to synthesize it. (5) Given the product [CH3:1][C:2]1[CH:7]=[C:6]([C:28]2[C:33]([CH3:34])=[N:32][CH:31]=[CH:30][N:29]=2)[CH:5]=[CH:4][C:3]=1[CH2:17][C:18]([O:20][CH3:21])=[O:19], predict the reactants needed to synthesize it. The reactants are: [CH3:1][C:2]1[CH:7]=[C:6](B2OC(C)(C)C(C)(C)O2)[CH:5]=[CH:4][C:3]=1[CH2:17][C:18]([O:20][CH3:21])=[O:19].CC([O-])=O.[K+].Cl[C:28]1[C:33]([CH3:34])=[N:32][CH:31]=[CH:30][N:29]=1. (6) Given the product [CH3:1][O:2][C:3](=[O:30])[CH2:4][C:5]1[CH:10]=[CH:9][CH:8]=[C:7]([O:11][CH2:12][CH2:13][CH2:14][N:15]([CH2:16][CH:17]([C:24]2[CH:29]=[CH:28][CH:27]=[CH:26][CH:25]=2)[C:18]2[CH:19]=[CH:20][CH:21]=[CH:22][CH:23]=2)[CH2:34][C:33]2[CH:36]=[CH:37][CH:38]=[C:39]([C:40]([F:41])([F:43])[F:42])[C:32]=2[F:31])[CH:6]=1, predict the reactants needed to synthesize it. The reactants are: [CH3:1][O:2][C:3](=[O:30])[CH2:4][C:5]1[CH:10]=[CH:9][CH:8]=[C:7]([O:11][CH2:12][CH2:13][CH2:14][NH:15][CH2:16][CH:17]([C:24]2[CH:29]=[CH:28][CH:27]=[CH:26][CH:25]=2)[C:18]2[CH:23]=[CH:22][CH:21]=[CH:20][CH:19]=2)[CH:6]=1.[F:31][C:32]1[C:39]([C:40]([F:43])([F:42])[F:41])=[CH:38][CH:37]=[CH:36][C:33]=1[CH2:34]Br.C(=O)([O-])[O-].[K+].[K+]. (7) Given the product [C:29]([O:33][C:34]([N:36]1[C:44]2[C:39](=[CH:40][CH:41]=[C:42]([CH:24]=[CH:4][O:3][CH3:2])[CH:43]=2)[CH:38]=[C:37]1[C:47]1[CH:52]=[C:51]([C:53]2[CH:58]=[CH:57][N:56]=[CH:55][CH:54]=2)[N:50]=[N:49][C:48]=1[O:59][CH3:60])=[O:35])([CH3:31])([CH3:30])[CH3:32], predict the reactants needed to synthesize it. The reactants are: [Cl-].[CH3:2][O:3][CH2:4][P+](C1C=CC=CC=1)(C1C=CC=CC=1)C1C=CC=CC=1.[CH2:24]([Li])CCC.[C:29]([O:33][C:34]([N:36]1[C:44]2[C:39](=[CH:40][CH:41]=[C:42](C=O)[CH:43]=2)[CH:38]=[C:37]1[C:47]1[CH:52]=[C:51]([C:53]2[CH:58]=[CH:57][N:56]=[CH:55][CH:54]=2)[N:50]=[N:49][C:48]=1[O:59][CH3:60])=[O:35])([CH3:32])([CH3:31])[CH3:30]. (8) Given the product [CH3:1][O:2][C:3]1[CH:4]=[C:5]([C:11]2[CH2:15][CH:14]([CH2:16][CH2:17][CH2:18][N:31]3[CH2:32][CH2:33][N:28]([C:23]4[N:22]=[CH:27][CH:26]=[CH:25][N:24]=4)[CH2:29][CH2:30]3)[O:13][N:12]=2)[CH:6]=[CH:7][C:8]=1[O:9][CH3:10], predict the reactants needed to synthesize it. The reactants are: [CH3:1][O:2][C:3]1[CH:4]=[C:5]([C:11]2[CH2:15][CH:14]([CH2:16][CH2:17][CH:18]=O)[O:13][N:12]=2)[CH:6]=[CH:7][C:8]=1[O:9][CH3:10].Cl.Cl.[N:22]1[CH:27]=[CH:26][CH:25]=[N:24][C:23]=1[N:28]1[CH2:33][CH2:32][NH:31][CH2:30][CH2:29]1.[BH-](OC(C)=O)(OC(C)=O)OC(C)=O.[Na+].C(N(C(C)C)CC)(C)C.